From a dataset of Full USPTO retrosynthesis dataset with 1.9M reactions from patents (1976-2016). Predict the reactants needed to synthesize the given product. (1) Given the product [CH3:18][O:17][C:15](=[O:16])[CH2:14][N:10]1[C:6]2[CH:5]=[CH:4][N:3]=[C:2]([Cl:1])[C:7]=2[CH:8]=[CH:9]1, predict the reactants needed to synthesize it. The reactants are: [Cl:1][C:2]1[C:7]2[CH:8]=[CH:9][NH:10][C:6]=2[CH:5]=[CH:4][N:3]=1.[H-].[Na+].Br[CH2:14][C:15]([O:17][CH3:18])=[O:16]. (2) Given the product [F:1][C:2]1[CH:3]=[C:4]2[C:8](=[CH:9][CH:10]=1)[NH:7][C:6](=[O:11])[C:5]2=[C:21]1[C:16]2[C:17](=[N:18][C:13]([CH3:12])=[CH:14][CH:15]=2)[CH2:19][O:20]1, predict the reactants needed to synthesize it. The reactants are: [F:1][C:2]1[CH:3]=[C:4]2[C:8](=[CH:9][CH:10]=1)[NH:7][C:6](=[O:11])[CH2:5]2.[CH3:12][C:13]1[N:18]=[C:17]2[CH2:19][O:20][C:21](=O)[C:16]2=[CH:15][CH:14]=1.Cl. (3) Given the product [CH:34]1([N:30]2[CH2:31][CH2:32][CH2:33][C@H:29]2[CH2:28][N:12]([CH2:11][C:3]2[N:2]=[CH:1][C:10]3[C:5]([CH:4]=2)=[CH:6][CH:7]=[CH:8][CH:9]=3)[C:13]([C:15]2[CH:25]=[C:24]([O:26][CH3:27])[C:18]3[O:19][C:20]([CH3:23])([CH3:22])[O:21][C:17]=3[CH:16]=2)=[O:14])[CH2:37][CH2:36][CH2:35]1, predict the reactants needed to synthesize it. The reactants are: [CH:1]1[C:10]2[C:5](=[CH:6][CH:7]=[CH:8][CH:9]=2)[CH:4]=[C:3]([CH2:11][N:12]([CH2:28][C@@H:29]2[CH2:33][CH2:32][CH2:31][NH:30]2)[C:13]([C:15]2[CH:25]=[C:24]([O:26][CH3:27])[C:18]3[O:19][C:20]([CH3:23])([CH3:22])[O:21][C:17]=3[CH:16]=2)=[O:14])[N:2]=1.[C:34]1(=O)[CH2:37][CH2:36][CH2:35]1.C(O[BH-](OC(=O)C)OC(=O)C)(=O)C.[Na+].